From a dataset of Forward reaction prediction with 1.9M reactions from USPTO patents (1976-2016). Predict the product of the given reaction. (1) Given the reactants COC(=O)[NH:4][CH2:5][C@H:6]([CH2:11][C:12](=[O:14])N)[CH2:7][CH:8]([CH3:10])[CH3:9].[OH-:16].[Na+], predict the reaction product. The product is: [CH3:9][CH:8]([CH2:7][C@H:6]([CH2:5][NH2:4])[CH2:11][C:12]([OH:14])=[O:16])[CH3:10]. (2) Given the reactants C(N(CC)CC)C.[C:8]1([CH3:18])[CH:13]=[CH:12][C:11]([S:14](Cl)(=[O:16])=[O:15])=[CH:10][CH:9]=1.Cl.CN(C)C.[CH3:24][C:25]([CH2:30][CH2:31][CH2:32][CH:33]([CH3:45])[CH2:34][CH2:35][CH2:36][CH:37]([CH3:44])[CH2:38][CH2:39][CH2:40][CH:41]([CH3:43])[CH3:42])=[CH:26][CH2:27][CH2:28][OH:29].CN(C)CCCN, predict the reaction product. The product is: [CH3:24][C:25]([CH2:30][CH2:31][CH2:32][CH:33]([CH3:45])[CH2:34][CH2:35][CH2:36][CH:37]([CH3:44])[CH2:38][CH2:39][CH2:40][CH:41]([CH3:43])[CH3:42])=[CH:26][CH2:27][CH2:28][O:29][S:14]([C:11]1[CH:12]=[CH:13][C:8]([CH3:18])=[CH:9][CH:10]=1)(=[O:16])=[O:15].